Dataset: Forward reaction prediction with 1.9M reactions from USPTO patents (1976-2016). Task: Predict the product of the given reaction. (1) Given the reactants [CH3:1][C:2]1([CH3:14])[O:6][C@@H:5]([CH2:7][C:8]([S:10](Cl)(=[O:12])=[O:11])=[CH2:9])[CH2:4][O:3]1.[F:15][C:16]1[C:21]([F:22])=[C:20]([NH:23][C:24]2[CH:29]=[CH:28][C:27]([I:30])=[CH:26][C:25]=2[F:31])[C:19]([NH2:32])=[C:18]([O:33][CH3:34])[CH:17]=1, predict the reaction product. The product is: [F:22][C:21]1[C:20]([NH:23][C:24]2[CH:29]=[CH:28][C:27]([I:30])=[CH:26][C:25]=2[F:31])=[C:19]([NH:32][S:10]([C:8]([CH2:7][C@H:5]2[CH2:4][O:3][C:2]([CH3:14])([CH3:1])[O:6]2)=[CH2:9])(=[O:12])=[O:11])[C:18]([O:33][CH3:34])=[CH:17][C:16]=1[F:15]. (2) The product is: [ClH:43].[Cl:43][C:39]1[CH:38]=[C:37]2[C:42](=[CH:41][CH:40]=1)[C:33]([CH2:32][N:17]1[C:18](=[O:19])[C@@H:12]([NH:11][C:10](=[O:24])[C@@H:8]([NH:7][CH3:25])[CH3:9])[CH2:13][CH2:14][C:15]3[CH:23]=[CH:22][CH:21]=[CH:20][C:16]1=3)=[C:34]([O:44][CH3:45])[CH:35]=[CH:36]2. Given the reactants C(OC(=O)[N:7]([CH3:25])[C@H:8]([C:10](=[O:24])[NH:11][C@@H:12]1[C:18](=[O:19])[NH:17][C:16]2[CH:20]=[CH:21][CH:22]=[CH:23][C:15]=2[CH2:14][CH2:13]1)[CH3:9])(C)(C)C.CS(O[CH2:32][C:33]1[C:42]2[C:37](=[CH:38][C:39]([Cl:43])=[CH:40][CH:41]=2)[CH:36]=[CH:35][C:34]=1[O:44][CH3:45])(=O)=O, predict the reaction product. (3) Given the reactants [CH:1]1([CH2:6][C:7]2([N:17]([CH3:19])[CH3:18])[CH2:16][CH2:15][C:10]3(OCC[O:11]3)[CH2:9][CH2:8]2)[CH2:5][CH2:4][CH2:3][CH2:2]1, predict the reaction product. The product is: [CH:1]1([CH2:6][C:7]2([N:17]([CH3:18])[CH3:19])[CH2:8][CH2:9][C:10](=[O:11])[CH2:15][CH2:16]2)[CH2:2][CH2:3][CH2:4][CH2:5]1. (4) Given the reactants [CH2:1]([S:3][CH2:4][CH:5]([C:7]1[N:8](S(C)(=O)=O)[C:9]2[C:14]([CH:15]=1)=[CH:13][C:12]([N+:16]([O-:18])=[O:17])=[C:11]([C:19]([F:22])([F:21])[F:20])[CH:10]=2)[OH:6])[CH3:2].[OH-].[Na+], predict the reaction product. The product is: [CH2:1]([S:3][CH2:4][CH:5]([C:7]1[NH:8][C:9]2[C:14]([CH:15]=1)=[CH:13][C:12]([N+:16]([O-:18])=[O:17])=[C:11]([C:19]([F:22])([F:20])[F:21])[CH:10]=2)[OH:6])[CH3:2].